Dataset: Forward reaction prediction with 1.9M reactions from USPTO patents (1976-2016). Task: Predict the product of the given reaction. Given the reactants Cl[C:2]1[N:7]=[C:6]([C:8]([O:10][CH2:11][CH3:12])=[CH2:9])[CH:5]=[CH:4][N:3]=1.[F-].[K+].[F:15][C:16]1[C:21]2[S:22][CH:23]=[C:24](B3OC(C)(C)C(C)(C)O3)[C:20]=2[CH:19]=[CH:18][CH:17]=1, predict the reaction product. The product is: [CH2:11]([O:10][C:8]([C:6]1[CH:5]=[CH:4][N:3]=[C:2]([C:24]2[C:20]3[CH:19]=[CH:18][CH:17]=[C:16]([F:15])[C:21]=3[S:22][CH:23]=2)[N:7]=1)=[CH2:9])[CH3:12].